Dataset: NCI-60 drug combinations with 297,098 pairs across 59 cell lines. Task: Regression. Given two drug SMILES strings and cell line genomic features, predict the synergy score measuring deviation from expected non-interaction effect. (1) Synergy scores: CSS=2.14, Synergy_ZIP=-0.483, Synergy_Bliss=1.94, Synergy_Loewe=-6.17, Synergy_HSA=-2.31. Cell line: MALME-3M. Drug 2: CC1=C(N=C(N=C1N)C(CC(=O)N)NCC(C(=O)N)N)C(=O)NC(C(C2=CN=CN2)OC3C(C(C(C(O3)CO)O)O)OC4C(C(C(C(O4)CO)O)OC(=O)N)O)C(=O)NC(C)C(C(C)C(=O)NC(C(C)O)C(=O)NCCC5=NC(=CS5)C6=NC(=CS6)C(=O)NCCC[S+](C)C)O. Drug 1: C(=O)(N)NO. (2) Drug 1: CN(C)C1=NC(=NC(=N1)N(C)C)N(C)C. Drug 2: CN(CC1=CN=C2C(=N1)C(=NC(=N2)N)N)C3=CC=C(C=C3)C(=O)NC(CCC(=O)O)C(=O)O. Cell line: HS 578T. Synergy scores: CSS=-0.760, Synergy_ZIP=-2.46, Synergy_Bliss=4.74, Synergy_Loewe=-18.3, Synergy_HSA=-0.0600. (3) Drug 1: C1=NC2=C(N1)C(=S)N=CN2. Drug 2: CC1C(C(CC(O1)OC2CC(CC3=C2C(=C4C(=C3O)C(=O)C5=C(C4=O)C(=CC=C5)OC)O)(C(=O)CO)O)N)O.Cl. Cell line: HCT116. Synergy scores: CSS=42.3, Synergy_ZIP=-7.01, Synergy_Bliss=-6.82, Synergy_Loewe=-4.24, Synergy_HSA=-1.67.